This data is from Full USPTO retrosynthesis dataset with 1.9M reactions from patents (1976-2016). The task is: Predict the reactants needed to synthesize the given product. (1) Given the product [NH2:1][C:2]1[N:7]=[C:6]([N:8]2[CH2:9][CH2:10][C:11]3([CH2:15][N:14]([C:16]([O:18][C:58]([CH3:61])([CH3:60])[CH3:59])=[O:17])[C@H:13]([C:26]([O:28][CH2:29][CH3:30])=[O:27])[CH2:12]3)[CH2:31][CH2:32]2)[CH:5]=[C:4]([CH2:33][O:34][C:35]2[CH:36]=[CH:37][C:38]([Br:41])=[CH:39][CH:40]=2)[N:3]=1, predict the reactants needed to synthesize it. The reactants are: [NH2:1][C:2]1[N:7]=[C:6]([N:8]2[CH2:32][CH2:31][C:11]3([CH2:15][N:14]([C:16]([O:18]CC4C=CC=CC=4)=[O:17])[C@H:13]([C:26]([O:28][CH2:29][CH3:30])=[O:27])[CH2:12]3)[CH2:10][CH2:9]2)[CH:5]=[C:4]([CH2:33][O:34][C:35]2[CH:40]=[CH:39][C:38]([Br:41])=[CH:37][CH:36]=2)[N:3]=1.[Si](I)(C)(C)C.CCN(CC)CC.O(C(O[C:58]([CH3:61])([CH3:60])[CH3:59])=O)C(O[C:58]([CH3:61])([CH3:60])[CH3:59])=O. (2) The reactants are: Cl.[F:2][C:3]([F:29])([F:28])[C:4]1[CH:5]=[C:6]([CH:21]=[C:22]([C:24]([F:27])([F:26])[F:25])[CH:23]=1)[CH2:7][O:8][C@H:9]1[CH2:14][CH2:13][NH:12][CH2:11][C@H:10]1[C:15]1[CH:20]=[CH:19][CH:18]=[CH:17][CH:16]=1.[CH3:30][O:31][C:32]1[CH:39]=[CH:38][C:37]([O:40][CH3:41])=[CH:36][C:33]=1[CH2:34]O. Given the product [F:29][C:3]([F:2])([F:28])[C:4]1[CH:5]=[C:6]([CH:21]=[C:22]([C:24]([F:27])([F:25])[F:26])[CH:23]=1)[CH2:7][O:8][C@H:9]1[CH2:14][CH2:13][N:12]([CH2:34][C:33]2[CH:36]=[C:37]([O:40][CH3:41])[CH:38]=[CH:39][C:32]=2[O:31][CH3:30])[CH2:11][C@H:10]1[C:15]1[CH:16]=[CH:17][CH:18]=[CH:19][CH:20]=1, predict the reactants needed to synthesize it. (3) Given the product [OH:10][C:5]1[CH:4]=[C:3]([O:11][CH3:12])[C:2]([C:14]2[S:13][CH:17]=[CH:16][CH:15]=2)=[CH:9][C:6]=1[CH:7]=[O:8], predict the reactants needed to synthesize it. The reactants are: Br[C:2]1[C:3]([O:11][CH3:12])=[CH:4][C:5]([OH:10])=[C:6]([CH:9]=1)[CH:7]=[O:8].[S:13]1[CH:17]=[CH:16][CH:15]=[C:14]1B(O)O.[F-].[K+].